Dataset: Catalyst prediction with 721,799 reactions and 888 catalyst types from USPTO. Task: Predict which catalyst facilitates the given reaction. (1) Reactant: [C:1]([O:5][C:6]([N:8]1[C:16]2[C:11](=[CH:12][C:13]([C:18]([OH:20])=O)=[C:14]([Cl:17])[CH:15]=2)[C:10]([CH3:22])([CH3:21])[CH2:9]1)=[O:7])([CH3:4])([CH3:3])[CH3:2].C(N(CC)C(C)C)(C)C.F[P-](F)(F)(F)(F)F.[N:39]1(OC(N(C)C)=[N+](C)C)[C:43]2[N:44]=CC=C[C:42]=2N=N1.ONC(=N)C. Product: [C:1]([O:5][C:6]([N:8]1[C:16]2[C:11](=[CH:12][C:13]([C:18]3[O:20][N:44]=[C:43]([CH3:42])[N:39]=3)=[C:14]([Cl:17])[CH:15]=2)[C:10]([CH3:21])([CH3:22])[CH2:9]1)=[O:7])([CH3:2])([CH3:3])[CH3:4]. The catalyst class is: 18. (2) The catalyst class is: 61. Reactant: Cl[C:2]1[N:7]=[C:6]([NH:8][C:9]2[CH:14]=[CH:13][C:12]([F:15])=[CH:11][C:10]=2[S:16]([N:19]2[CH2:23][CH2:22][CH2:21][CH2:20]2)(=[O:18])=[O:17])[C:5]([Cl:24])=[CH:4][N:3]=1.[CH3:25][N:26]1[CH2:31][CH2:30][N:29]([CH2:32][C:33]2[CH:39]=[CH:38][C:36]([NH2:37])=[CH:35][CH:34]=2)[CH2:28][CH2:27]1. Product: [Cl:24][C:5]1[C:6]([NH:8][C:9]2[CH:14]=[CH:13][C:12]([F:15])=[CH:11][C:10]=2[S:16]([N:19]2[CH2:23][CH2:22][CH2:21][CH2:20]2)(=[O:18])=[O:17])=[N:7][C:2]([NH:37][C:36]2[CH:35]=[CH:34][C:33]([CH2:32][N:29]3[CH2:28][CH2:27][N:26]([CH3:25])[CH2:31][CH2:30]3)=[CH:39][CH:38]=2)=[N:3][CH:4]=1. (3) Reactant: Cl.[NH2:2][C@@H:3]([C@@H:6]([F:9])[CH2:7][CH3:8])[CH2:4][OH:5].C(=O)([O-])[O-].[K+].[K+].Cl[C:17]([O:19][CH2:20][C:21]1[CH:26]=[CH:25][CH:24]=[CH:23][CH:22]=1)=[O:18].C(=O)([O-])O.[Na+]. Product: [CH2:20]([O:19][C:17](=[O:18])[NH:2][C@@H:3]([C@@H:6]([F:9])[CH2:7][CH3:8])[CH2:4][OH:5])[C:21]1[CH:26]=[CH:25][CH:24]=[CH:23][CH:22]=1. The catalyst class is: 20. (4) Reactant: CC1C=C(C)C=C(C)C=1S([O-])(=O)=O.[NH2:14][N+:15]1[CH:20]=[C:19]([CH3:21])[CH:18]=[CH:17][C:16]=1[C:22]#[C:23][CH2:24][OH:25].C(=O)([O-])[O-].[K+].[K+]. The catalyst class is: 3. Product: [CH3:21][C:19]1[CH:18]=[CH:17][C:16]2[N:15]([N:14]=[C:23]([CH2:24][OH:25])[CH:22]=2)[CH:20]=1.